This data is from Forward reaction prediction with 1.9M reactions from USPTO patents (1976-2016). The task is: Predict the product of the given reaction. Given the reactants [Cl:1][C:2]1[CH:30]=[CH:29][C:5]2[N:6]([C:16]([C:18]3[CH:19]=[CH:20][C:21]4[O:26][CH2:25][C:24](=[O:27])[NH:23][C:22]=4[CH:28]=3)=[O:17])[C@H:7]([CH2:10][C:11]([O:13]CC)=O)[CH2:8][O:9][C:4]=2[CH:3]=1.[NH3:31], predict the reaction product. The product is: [Cl:1][C:2]1[CH:30]=[CH:29][C:5]2[N:6]([C:16]([C:18]3[CH:19]=[CH:20][C:21]4[O:26][CH2:25][C:24](=[O:27])[NH:23][C:22]=4[CH:28]=3)=[O:17])[C@H:7]([CH2:10][C:11]([NH2:31])=[O:13])[CH2:8][O:9][C:4]=2[CH:3]=1.